This data is from Forward reaction prediction with 1.9M reactions from USPTO patents (1976-2016). The task is: Predict the product of the given reaction. (1) Given the reactants ClC1C=C(C2(CO)CCN(C(OC(C)(C)C)=O)CC2)C=CC=1.[F:23][C:24]1[CH:25]=[C:26]([C:30]2([CH2:43][OH:44])[CH2:35][CH2:34][N:33]([C:36]([O:38][C:39]([CH3:42])([CH3:41])[CH3:40])=[O:37])[CH2:32][CH2:31]2)[CH:27]=[CH:28][CH:29]=1, predict the reaction product. The product is: [F:23][C:24]1[CH:25]=[C:26]([C:30]2([CH:43]=[O:44])[CH2:31][CH2:32][N:33]([C:36]([O:38][C:39]([CH3:40])([CH3:41])[CH3:42])=[O:37])[CH2:34][CH2:35]2)[CH:27]=[CH:28][CH:29]=1. (2) Given the reactants CC1C=CC(S(O[CH2:12][C@@H:13]2[O:27][C:17]3=[C:18]4[C:23](=[C:24]([F:26])[CH:25]=[C:16]3[O:15][CH2:14]2)[N:22]=[CH:21][CH:20]=[CH:19]4)(=O)=O)=CC=1.[NH:28]1[CH2:33][CH:32]=[C:31]([C:34]2[C:42]3[C:37](=[CH:38][CH:39]=[CH:40][CH:41]=3)[NH:36][CH:35]=2)[CH2:30][CH2:29]1, predict the reaction product. The product is: [F:26][C:24]1[CH:25]=[C:16]2[O:15][CH2:14][CH:13]([CH2:12][N:28]3[CH2:29][CH:30]=[C:31]([C:34]4[C:42]5[C:37](=[CH:38][CH:39]=[CH:40][CH:41]=5)[NH:36][CH:35]=4)[CH2:32][CH2:33]3)[O:27][C:17]2=[C:18]2[C:23]=1[N:22]=[CH:21][CH:20]=[CH:19]2.